From a dataset of Reaction yield outcomes from USPTO patents with 853,638 reactions. Predict the reaction yield, written as a fraction of the theoretical maximum amount of product (1.0 means a 100% yield; for example, 0.34 means a 34% yield). (1) The reactants are [C:1]([C:3]1[C:4]([C:20]([F:23])([F:22])[F:21])=[C:5]2[C:9](=[CH:10][CH:11]=1)[N:8]([CH2:12][C:13](=[NH:16])[NH:14][OH:15])[C:7]([CH2:17][CH2:18][CH3:19])=[CH:6]2)#[N:2].[F:24][C:25]([F:36])([F:35])[C:26]1[CH:34]=[CH:33][C:29]([C:30](Cl)=O)=[CH:28][CH:27]=1.C(N(CC)C(C)C)(C)C. The catalyst is C(#N)C. The product is [CH2:17]([C:7]1[N:8]([CH2:12][C:13]2[N:16]=[C:30]([C:29]3[CH:28]=[CH:27][C:26]([C:25]([F:24])([F:35])[F:36])=[CH:34][CH:33]=3)[O:15][N:14]=2)[C:9]2[C:5]([CH:6]=1)=[C:4]([C:20]([F:22])([F:23])[F:21])[C:3]([C:1]#[N:2])=[CH:11][CH:10]=2)[CH2:18][CH3:19]. The yield is 0.640. (2) The reactants are [Br:1][C:2]1[N:7]=[CH:6][C:5]2[NH:8][C:9](=[O:23])[N:10]([C:11]([CH3:22])([CH3:21])[CH2:12][CH2:13][O:14]C3CCCCO3)[C:4]=2[CH:3]=1.C(=O)(O)[O-].[Na+]. The catalyst is Cl.CO. The product is [Br:1][C:2]1[N:7]=[CH:6][C:5]2[NH:8][C:9](=[O:23])[N:10]([C:11]([CH3:21])([CH3:22])[CH2:12][CH2:13][OH:14])[C:4]=2[CH:3]=1. The yield is 0.900.